This data is from Forward reaction prediction with 1.9M reactions from USPTO patents (1976-2016). The task is: Predict the product of the given reaction. (1) Given the reactants [H][H].[Cl:3][C:4]1[CH:9]=[CH:8][C:7]([S:10]([NH:13][CH:14]([CH2:20][C:21]([CH3:23])=[CH2:22])[C:15]([O:17][CH2:18][CH3:19])=[O:16])(=[O:12])=[O:11])=[CH:6][CH:5]=1.N1C=CC=CC=1.[FH:30], predict the reaction product. The product is: [Cl:3][C:4]1[CH:5]=[CH:6][C:7]([S:10]([NH:13][CH:14]([CH2:20][C:21]([F:30])([CH3:23])[CH3:22])[C:15]([O:17][CH2:18][CH3:19])=[O:16])(=[O:12])=[O:11])=[CH:8][CH:9]=1.[Cl:3][C:4]1[CH:9]=[CH:8][C:7]([S:10]([NH:13][CH:14]2[CH2:20][C:21]([CH3:23])([CH3:22])[O:16][C:15]2=[O:17])(=[O:12])=[O:11])=[CH:6][CH:5]=1. (2) Given the reactants [N:1]([C:4]1[CH:5]=[CH:6][N:7]2[C:12]([CH:13]=1)=[CH:11][CH:10]=[C:9]([C:14]([O:16][CH2:17][CH3:18])=[O:15])[C:8]2=[O:19])=[N+]=[N-], predict the reaction product. The product is: [NH2:1][C:4]1[CH:5]=[CH:6][N:7]2[C:12]([CH:13]=1)=[CH:11][CH:10]=[C:9]([C:14]([O:16][CH2:17][CH3:18])=[O:15])[C:8]2=[O:19].